The task is: Regression. Given a peptide amino acid sequence and an MHC pseudo amino acid sequence, predict their binding affinity value. This is MHC class I binding data.. This data is from Peptide-MHC class I binding affinity with 185,985 pairs from IEDB/IMGT. (1) The binding affinity (normalized) is 0.0847. The MHC is HLA-A30:01 with pseudo-sequence HLA-A30:01. The peptide sequence is ATISYRIKL. (2) The peptide sequence is FQPQNGQFA. The MHC is H-2-Db with pseudo-sequence H-2-Db. The binding affinity (normalized) is 0.371. (3) The peptide sequence is FPDGKPFTL. The MHC is HLA-B18:01 with pseudo-sequence HLA-B18:01. The binding affinity (normalized) is 0.0847. (4) The peptide sequence is VEITPYKPTW. The MHC is HLA-A02:06 with pseudo-sequence HLA-A02:06. The binding affinity (normalized) is 0.